Dataset: Forward reaction prediction with 1.9M reactions from USPTO patents (1976-2016). Task: Predict the product of the given reaction. (1) Given the reactants [F:1][C:2]([F:15])([F:14])[C:3]1[C:11]([C:12]#[N:13])=[CH:10][CH:9]=[C:8]2[C:4]=1[CH:5]=[CH:6][NH:7]2.Cl[CH2:17][C:18]1[N:22]=[C:21]([C:23]2[CH:28]=[CH:27][C:26]([O:29][CH3:30])=[CH:25][CH:24]=2)[O:20][N:19]=1, predict the reaction product. The product is: [CH3:30][O:29][C:26]1[CH:25]=[CH:24][C:23]([C:21]2[O:20][N:19]=[C:18]([CH2:17][N:7]3[C:8]4[C:4](=[C:3]([C:2]([F:14])([F:1])[F:15])[C:11]([C:12]#[N:13])=[CH:10][CH:9]=4)[CH:5]=[CH:6]3)[N:22]=2)=[CH:28][CH:27]=1. (2) Given the reactants [Cl:1][C:2]1[N:7]=[CH:6][C:5]2[C:8](I)=[N:9][N:10]([CH:11]([CH3:13])[CH3:12])[C:4]=2[CH:3]=1.[CH2:15]1[C:18]2([CH2:21][NH:20][CH2:19]2)[CH2:17][O:16]1.C(=O)([O-])[O-].[Cs+].[Cs+].C1(P(C2C=CC=CC=2)C2C3OC4C(=CC=CC=4P(C4C=CC=CC=4)C4C=CC=CC=4)C(C)(C)C=3C=CC=2)C=CC=CC=1, predict the reaction product. The product is: [Cl:1][C:2]1[N:7]=[CH:6][C:5]2[C:8]([N:20]3[CH2:21][C:18]4([CH2:15][O:16][CH2:17]4)[CH2:19]3)=[N:9][N:10]([CH:11]([CH3:13])[CH3:12])[C:4]=2[CH:3]=1. (3) Given the reactants [NH:1]1[CH2:6][CH2:5][CH:4]([C:7]([NH2:9])=[O:8])[CH2:3][CH2:2]1.C(N(CC)C(C)C)(C)C.Cl[C:20]1[N:25]=[CH:24][N:23]=[C:22]([O:26][C:27]2[CH:53]=[CH:52][CH:51]=[CH:50][C:28]=2[CH2:29][NH:30][C:31]([NH:33][C:34]2[N:38]([C:39]3[CH:44]=[CH:43][C:42]([CH3:45])=[CH:41][CH:40]=3)[N:37]=[C:36]([C:46]([CH3:49])([CH3:48])[CH3:47])[CH:35]=2)=[O:32])[CH:21]=1.C(=O)(O)[O-].[Na+], predict the reaction product. The product is: [C:46]([C:36]1[CH:35]=[C:34]([NH:33][C:31](=[O:32])[NH:30][CH2:29][C:28]2[CH:50]=[CH:51][CH:52]=[CH:53][C:27]=2[O:26][C:22]2[N:23]=[CH:24][N:25]=[C:20]([N:1]3[CH2:6][CH2:5][CH:4]([C:7]([NH2:9])=[O:8])[CH2:3][CH2:2]3)[CH:21]=2)[N:38]([C:39]2[CH:44]=[CH:43][C:42]([CH3:45])=[CH:41][CH:40]=2)[N:37]=1)([CH3:49])([CH3:47])[CH3:48]. (4) Given the reactants [H-].[Na+].[CH2:3]([O:10][C:11]1[CH:16]=[CH:15][C:14]([OH:17])=[CH:13][CH:12]=1)[C:4]1[CH:9]=[CH:8][CH:7]=[CH:6][CH:5]=1.[C:18]([O:22][C:23]([N:25]1[CH2:29][CH2:28][CH2:27][C@@H:26]1[CH2:30]OS(C1C=CC(C)=CC=1)(=O)=O)=[O:24])([CH3:21])([CH3:20])[CH3:19], predict the reaction product. The product is: [C:18]([O:22][C:23]([N:25]1[CH2:29][CH2:28][CH2:27][C@@H:26]1[CH2:30][O:17][C:14]1[CH:13]=[CH:12][C:11]([O:10][CH2:3][C:4]2[CH:5]=[CH:6][CH:7]=[CH:8][CH:9]=2)=[CH:16][CH:15]=1)=[O:24])([CH3:21])([CH3:19])[CH3:20]. (5) The product is: [CH2:1]([O:3][C:4]([C:6]1([C:9]2[CH:14]=[CH:13][C:12]([C:15]3[CH:20]=[CH:19][C:18]([C:21]4[O:25][N:24]=[C:23]([CH3:26])[C:22]=4[NH:27][C:28]4[N:29]=[C:30]([C:42]5[C:37]([O:36][CH3:35])=[N:38][CH:39]=[CH:40][CH:41]=5)[CH:31]=[CH:32][CH:33]=4)=[CH:17][CH:16]=3)=[CH:11][CH:10]=2)[CH2:8][CH2:7]1)=[O:5])[CH3:2]. Given the reactants [CH2:1]([O:3][C:4]([C:6]1([C:9]2[CH:14]=[CH:13][C:12]([C:15]3[CH:20]=[CH:19][C:18]([C:21]4[O:25][N:24]=[C:23]([CH3:26])[C:22]=4[NH:27][C:28]4[CH:33]=[CH:32][CH:31]=[C:30](Br)[N:29]=4)=[CH:17][CH:16]=3)=[CH:11][CH:10]=2)[CH2:8][CH2:7]1)=[O:5])[CH3:2].[CH3:35][O:36][C:37]1[C:42](B(O)O)=[CH:41][CH:40]=[CH:39][N:38]=1, predict the reaction product. (6) Given the reactants [CH3:1][C:2]1[NH:6][N:5]=[C:4]([C:7]2[O:11][N:10]=[C:9]([C:12]3[CH:17]=[CH:16][C:15]([O:18][C:19]([F:22])([F:21])[F:20])=[CH:14][CH:13]=3)[N:8]=2)[CH:3]=1.Br[CH2:24][C:25]1[CH:41]=[CH:40][C:28]([O:29][Si:30]([CH:37]([CH3:39])[CH3:38])([CH:34]([CH3:36])[CH3:35])[CH:31]([CH3:33])[CH3:32])=[CH:27][CH:26]=1.CC(C)([O-])C.[K+], predict the reaction product. The product is: [CH3:1][C:2]1[N:6]([CH2:24][C:25]2[CH:26]=[CH:27][C:28]([O:29][Si:30]([CH:31]([CH3:33])[CH3:32])([CH:37]([CH3:39])[CH3:38])[CH:34]([CH3:36])[CH3:35])=[CH:40][CH:41]=2)[N:5]=[C:4]([C:7]2[O:11][N:10]=[C:9]([C:12]3[CH:13]=[CH:14][C:15]([O:18][C:19]([F:20])([F:22])[F:21])=[CH:16][CH:17]=3)[N:8]=2)[CH:3]=1.